This data is from Full USPTO retrosynthesis dataset with 1.9M reactions from patents (1976-2016). The task is: Predict the reactants needed to synthesize the given product. (1) The reactants are: [OH:1][C:2]1[N:6]([CH3:7])[N:5]=[C:4]([C:8]([F:11])([F:10])[F:9])[CH:3]=1.[C:12](=[O:15])([O-])[O-].[K+].[K+].[CH2:18]=O.CI. Given the product [OH:15][CH2:12][C:3]1[C:4]([C:8]([F:11])([F:10])[F:9])=[N:5][N:6]([CH3:7])[C:2]=1[O:1][CH3:18], predict the reactants needed to synthesize it. (2) Given the product [C:8]1([OH:11])[CH:37]=[CH:36][CH:35]=[CH:4][CH:9]=1.[CH:2]([Cl:33])([Cl:32])[Cl:31], predict the reactants needed to synthesize it. The reactants are: O=[C:2]1N=[C:9]2[C:4](N=C(N)N[C:8]2=[O:11])=N1.C1N(CCO)CCN(CCS(O)(=O)=O)C1.[OH-].[K+].[Mg+2].[Cl-:31].[Cl-:32].[Cl-:33].[K+].[CH2:35](S)[C@@H:36](O)[C@H:37](O)CS.C(N(CC(O)=O)CC(O)=O)CN(CC(O)=O)CC(O)=O.C(N(CC(O)=O)CC(O)=O)COCCOCCN(CC(O)=O)CC(O)=O.C1C=CC(CS(F)(=O)=O)=CC=1. (3) Given the product [F:20][C:21]1[CH:22]=[C:23]([CH:26]=[CH:27][C:28]=1[F:29])[CH2:24][NH:17][C:11]1[CH:12]=[C:13]2[C:8](=[CH:9][CH:10]=1)[N:7]=[C:6]([N:5]([CH2:4][CH2:3][N:2]([CH3:1])[CH3:19])[CH3:18])[CH:15]=[C:14]2[CH3:16], predict the reactants needed to synthesize it. The reactants are: [CH3:1][N:2]([CH3:19])[CH2:3][CH2:4][N:5]([CH3:18])[C:6]1[CH:15]=[C:14]([CH3:16])[C:13]2[C:8](=[CH:9][CH:10]=[C:11]([NH2:17])[CH:12]=2)[N:7]=1.[F:20][C:21]1[CH:22]=[C:23]([CH:26]=[CH:27][C:28]=1[F:29])[CH:24]=O.C[O-].[Na+].[BH4-].[Na+]. (4) Given the product [CH:1]([N:4]1[CH2:9][CH2:8][CH:7]([NH:10][C:11]2[CH:18]=[CH:17][C:16]([O:19][CH3:20])=[CH:15][C:12]=2[C:13]2[NH:26][C:24](=[O:25])[C:23]3[C:22](=[CH:30][C:29]([O:31][CH3:32])=[CH:28][C:27]=3[O:33][CH3:34])[N:21]=2)[CH2:6][CH2:5]1)([CH3:3])[CH3:2], predict the reactants needed to synthesize it. The reactants are: [CH:1]([N:4]1[CH2:9][CH2:8][CH:7]([NH:10][C:11]2[CH:18]=[CH:17][C:16]([O:19][CH3:20])=[CH:15][C:12]=2[CH:13]=O)[CH2:6][CH2:5]1)([CH3:3])[CH3:2].[NH2:21][C:22]1[CH:30]=[C:29]([O:31][CH3:32])[CH:28]=[C:27]([O:33][CH3:34])[C:23]=1[C:24]([NH2:26])=[O:25].S(=O)(O)[O-].[Na+]. (5) The reactants are: [Cl:1][C:2]1[N:7]=[C:6](Cl)[C:5]([Cl:9])=[CH:4][N:3]=1.C(N(CC)CC)C.[NH2:17][C@H:18]([C:21]1[CH:26]=[CH:25][C:24]([F:27])=[CH:23][CH:22]=1)[CH2:19][OH:20]. Given the product [Cl:1][C:2]1[N:7]=[C:6]([NH:17][C@H:18]([C:21]2[CH:26]=[CH:25][C:24]([F:27])=[CH:23][CH:22]=2)[CH2:19][OH:20])[C:5]([Cl:9])=[CH:4][N:3]=1, predict the reactants needed to synthesize it. (6) Given the product [F:22][P-:23]([F:28])([F:27])([F:26])([F:25])[F:24].[Cl:3]/[C:10](/[C:12]1[CH:13]=[N:14][N:15]2[CH:20]=[CH:19][CH:18]=[CH:17][C:16]=12)=[CH:9]\[CH:8]=[N+:7]([CH3:21])[CH3:6], predict the reactants needed to synthesize it. The reactants are: O=P(Cl)(Cl)[Cl:3].[CH3:6][N:7]([CH3:21])/[CH:8]=[CH:9]/[C:10]([C:12]1[CH:13]=[N:14][N:15]2[CH:20]=[CH:19][CH:18]=[CH:17][C:16]=12)=O.[F:22][P-:23]([F:28])([F:27])([F:26])([F:25])[F:24].[Na+]. (7) Given the product [CH3:25][C:5]1[CH:4]=[CH:3][C:2]([NH:1][C:27](=[O:34])[C:28]2[CH:33]=[CH:32][CH:31]=[N:30][CH:29]=2)=[CH:24][C:6]=1[NH:7][C:8]1[CH:13]=[C:12]([C:14]([F:16])([F:17])[F:15])[N:11]=[C:10]([C:18]2[CH:23]=[CH:22][N:21]=[CH:20][CH:19]=2)[N:9]=1, predict the reactants needed to synthesize it. The reactants are: [NH2:1][C:2]1[CH:3]=[CH:4][C:5]([CH3:25])=[C:6]([CH:24]=1)[NH:7][C:8]1[CH:13]=[C:12]([C:14]([F:17])([F:16])[F:15])[N:11]=[C:10]([C:18]2[CH:23]=[CH:22][N:21]=[CH:20][CH:19]=2)[N:9]=1.Cl.[C:27](Cl)(=[O:34])[C:28]1[CH:33]=[CH:32][CH:31]=[N:30][CH:29]=1.